From a dataset of Reaction yield outcomes from USPTO patents with 853,638 reactions. Predict the reaction yield, written as a fraction of the theoretical maximum amount of product (1.0 means a 100% yield; for example, 0.34 means a 34% yield). (1) The reactants are [Br:1][C:2]1[C:3]([CH3:10])=[CH:4][C:5]([OH:9])=[N:6][C:7]=1[CH3:8].I[CH3:12]. The yield is 0.600. No catalyst specified. The product is [Br:1][C:2]1[C:7]([CH3:8])=[N:6][C:5]([O:9][CH3:12])=[CH:4][C:3]=1[CH3:10]. (2) The yield is 0.860. The catalyst is C(Cl)Cl. The reactants are [C:1]([Br:5])(Br)(Br)Br.[CH2:6]([O:13][CH2:14][CH2:15][CH2:16][CH2:17][CH2:18][CH2:19][CH2:20][CH2:21][CH2:22][CH2:23][CH2:24]CO)[C:7]1[CH:12]=[CH:11][CH:10]=[CH:9][CH:8]=1.C1C=CC(P(C2C=CC=CC=2)C2C=CC=CC=2)=CC=1. The product is [CH2:6]([O:13][CH2:14][CH2:15][CH2:16][CH2:17][CH2:18][CH2:19][CH2:20][CH2:21][CH2:22][CH2:23][CH2:24][CH2:1][Br:5])[C:7]1[CH:12]=[CH:11][CH:10]=[CH:9][CH:8]=1. (3) The reactants are [C:1]([NH:9][CH:10]([C:16]#[N:17])[C:11]([O:13][CH2:14][CH3:15])=[O:12])(=O)[C:2]1[CH:7]=[CH:6][CH:5]=[CH:4][CH:3]=1.COC1C=CC(P2(SP(C3C=CC(OC)=CC=3)(=S)S2)=[S:27])=CC=1. The catalyst is N1C=CC=CC=1. The product is [NH2:17][C:16]1[S:27][C:1]([C:2]2[CH:7]=[CH:6][CH:5]=[CH:4][CH:3]=2)=[N:9][C:10]=1[C:11]([O:13][CH2:14][CH3:15])=[O:12]. The yield is 0.400. (4) The reactants are [CH3:1][C@H:2]1[CH2:7][N:6]([CH:8]2[CH2:11][O:10][CH2:9]2)[C@H:5]([CH3:12])[CH2:4][N:3]1[C:13]1[CH:14]=[CH:15][C:16]([NH:19][C:20]2[C:25](=[O:26])[N:24]([CH3:27])[CH:23]=[C:22]([C:28]3[CH:35]=[C:34]([F:36])[CH:33]=[C:32]([N:37]4[CH:49]=[CH:48][N:40]5[C:41]6[CH2:42][CH2:43][CH2:44][CH2:45][C:46]=6[CH:47]=[C:39]5[C:38]4=[O:50])[C:29]=3[CH:30]=[O:31])[CH:21]=2)=[N:17][CH:18]=1.[BH4-].[Na+].O. The catalyst is CO. The product is [CH3:1][C@H:2]1[CH2:7][N:6]([CH:8]2[CH2:11][O:10][CH2:9]2)[C@H:5]([CH3:12])[CH2:4][N:3]1[C:13]1[CH:14]=[CH:15][C:16]([NH:19][C:20]2[C:25](=[O:26])[N:24]([CH3:27])[CH:23]=[C:22]([C:28]3[C:29]([CH2:30][OH:31])=[C:32]([N:37]4[CH:49]=[CH:48][N:40]5[C:41]6[CH2:42][CH2:43][CH2:44][CH2:45][C:46]=6[CH:47]=[C:39]5[C:38]4=[O:50])[CH:33]=[C:34]([F:36])[CH:35]=3)[CH:21]=2)=[N:17][CH:18]=1. The yield is 0.400.